Predict the reaction yield, written as a fraction of the theoretical maximum amount of product (1.0 means a 100% yield; for example, 0.34 means a 34% yield). From a dataset of Reaction yield outcomes from USPTO patents with 853,638 reactions. (1) The reactants are CC(P(C(C)(C)C)C1C(C2C=CC=CC=2)=CC=CC=1)(C)C.[C:22]1([CH3:36])[CH:27]=[CH:26][C:25]([C:28]#[C:29][P:30](=[O:35])([OH:34])[O:31][CH2:32][CH3:33])=[CH:24][CH:23]=1.[Cl:37][CH2:38][CH2:39][CH2:40][C:41]#[CH:42]. The catalyst is [Au].ClC(Cl)C. The product is [CH2:32]([O:31][P:30]1(=[O:34])[CH:29]=[C:28]([C:25]2[CH:24]=[CH:23][C:22]([CH3:36])=[CH:27][CH:26]=2)[CH:42]=[C:41]([CH2:40][CH2:39][CH2:38][Cl:37])[O:35]1)[CH3:33]. The yield is 0.700. (2) The reactants are [CH3:1][S:2][C:3](SC)=[N:4][S:5]([CH3:8])(=[O:7])=[O:6].[CH3:11][NH2:12].C1COCC1. The catalyst is CO. The product is [CH3:8][S:5]([NH:4][C:3]([S:2][CH3:1])=[N:12][CH3:11])(=[O:7])=[O:6]. The yield is 0.700.